Predict the reaction yield, written as a fraction of the theoretical maximum amount of product (1.0 means a 100% yield; for example, 0.34 means a 34% yield). From a dataset of Reaction yield outcomes from USPTO patents with 853,638 reactions. (1) The catalyst is CN(C=O)C. The reactants are [O:1]1[C:5]2[CH:6]=[CH:7][C:8]([C:10]3([C:13]([NH:15][C:16]4[CH:17]=[C:18]5[C:22](=[CH:23][CH:24]=4)[N:21]([CH2:25][CH2:26][CH2:27][C:28]([OH:30])=O)[C:20]([C:31]([CH3:34])([CH3:33])[CH3:32])=[CH:19]5)=[O:14])[CH2:12][CH2:11]3)=[CH:9][C:4]=2[O:3][CH2:2]1.CCN(CC)CC.CN(C(ON1N=NC2C=CC=CC1=2)=[N+](C)C)C.F[P-](F)(F)(F)(F)F.[CH2:66]([CH2:68][NH2:69])[OH:67]. The product is [O:1]1[C:5]2[CH:6]=[CH:7][C:8]([C:10]3([C:13]([NH:15][C:16]4[CH:17]=[C:18]5[C:22](=[CH:23][CH:24]=4)[N:21]([CH2:25][CH2:26][CH2:27][C:28]([NH:69][CH2:68][CH2:66][OH:67])=[O:30])[C:20]([C:31]([CH3:32])([CH3:34])[CH3:33])=[CH:19]5)=[O:14])[CH2:12][CH2:11]3)=[CH:9][C:4]=2[O:3][CH2:2]1. The yield is 0.640. (2) The reactants are [CH3:1][O:2][C:3]1[CH:4]=[C:5]2[C:10](=[CH:11][C:12]=1[O:13][CH3:14])[N:9]=[CH:8][N:7]=[C:6]2[O:15][C:16]1[CH:17]=[C:18]([CH:20]=[CH:21][CH:22]=1)[NH2:19].[C:23]([C:25]([C:28]1[CH:29]=[C:30]([NH:34][C:35](=O)[O:36]C2C=CC=CC=2)[CH:31]=[CH:32][CH:33]=1)([CH3:27])[CH3:26])#[N:24]. The catalyst is C1COCC1.CN(C1C=CN=CC=1)C. The product is [C:23]([C:25]([C:28]1[CH:29]=[C:30]([NH:34][C:35]([NH:19][C:18]2[CH:20]=[CH:21][CH:22]=[C:16]([O:15][C:6]3[C:5]4[C:10](=[CH:11][C:12]([O:13][CH3:14])=[C:3]([O:2][CH3:1])[CH:4]=4)[N:9]=[CH:8][N:7]=3)[CH:17]=2)=[O:36])[CH:31]=[CH:32][CH:33]=1)([CH3:27])[CH3:26])#[N:24]. The yield is 0.200. (3) The reactants are [C:1]([O:4][CH2:5][C:6]1[C:7]([N:40]2[CH2:51][CH2:50][N:49]3[C:42](=[CH:43][C:44]4[CH2:45][C:46]([CH3:53])([CH3:52])[CH2:47][C:48]=43)[C:41]2=[O:54])=[N:8][CH:9]=[CH:10][C:11]=1[C:12]1[CH:13]=[C:14]([NH:20][C:21]2[N:26]=[CH:25][C:24]([N:27]3[CH2:32][CH2:31][N:30](C(OC(C)(C)C)=O)[CH2:29][CH2:28]3)=[CH:23][CH:22]=2)[C:15](=[O:19])[N:16]([CH3:18])[CH:17]=1)(=[O:3])[CH3:2].Cl.CO. No catalyst specified. The product is [C:1]([O:4][CH2:5][C:6]1[C:7]([N:40]2[CH2:51][CH2:50][N:49]3[C:42](=[CH:43][C:44]4[CH2:45][C:46]([CH3:53])([CH3:52])[CH2:47][C:48]=43)[C:41]2=[O:54])=[N:8][CH:9]=[CH:10][C:11]=1[C:12]1[CH:13]=[C:14]([NH:20][C:21]2[CH:22]=[CH:23][C:24]([N:27]3[CH2:32][CH2:31][NH:30][CH2:29][CH2:28]3)=[CH:25][N:26]=2)[C:15](=[O:19])[N:16]([CH3:18])[CH:17]=1)(=[O:3])[CH3:2]. The yield is 0.870. (4) The reactants are [CH3:1][C:2]1[C:16](=[O:17])[N:15]=[C:14]2[N:4]([C@@H:5]3[O:9][C@H:8]([CH2:10][OH:11])[C@@H:7]([OH:12])[C@@H:6]3[O:13]2)[CH:3]=1.[CH3:18][O:19][CH2:20][CH2:21][O:22]B([O:22][CH2:21][CH2:20][O:19][CH3:18])[O:22][CH2:21][CH2:20][O:19][CH3:18]. The catalyst is COCCO. The product is [CH3:18][O:19][CH2:20][CH2:21][O:22][C@@H:6]1[C@H:7]([OH:12])[C@@H:8]([CH2:10][OH:11])[O:9][C@H:5]1[N:4]1[CH:3]=[C:2]([CH3:1])[C:16](=[O:17])[NH:15][C:14]1=[O:13]. The yield is 0.630. (5) The product is [Cl:1][C:2]1[N:3]=[CH:4][N:5]=[C:6]([NH:9][CH:10]2[CH2:14][CH2:13][N:12]([C:15]([O:17][C:18]([CH3:21])([CH3:20])[CH3:19])=[O:16])[CH2:11]2)[CH:7]=1. The catalyst is C(O)CCC. The reactants are [Cl:1][C:2]1[C:7](Cl)=[CH:6][N:5]=[CH:4][N:3]=1.[NH2:9][CH:10]1[CH2:14][CH2:13][N:12]([C:15]([O:17][C:18]([CH3:21])([CH3:20])[CH3:19])=[O:16])[CH2:11]1.CCN(C(C)C)C(C)C. The yield is 0.500. (6) The reactants are [C:1]([O:5][C:6]([N:8]1[CH2:13][CH2:12][CH:11]([N:14]2[C@H:18]([C:19]3[CH:24]=[CH:23][CH:22]=[CH:21][CH:20]=3)[CH2:17][NH:16][C:15]2=[O:25])[CH2:10][CH2:9]1)=[O:7])([CH3:4])([CH3:3])[CH3:2].[H-].[Na+].[N+](C1C=CC([O:37][C:38](=O)[NH:39][O:40][CH3:41])=CC=1)([O-])=O. The catalyst is C1COCC1. The product is [C:1]([O:5][C:6]([N:8]1[CH2:9][CH2:10][CH:11]([N:14]2[C@H:18]([C:19]3[CH:20]=[CH:21][CH:22]=[CH:23][CH:24]=3)[CH2:17][N:16]([C:38](=[O:37])[NH:39][O:40][CH3:41])[C:15]2=[O:25])[CH2:12][CH2:13]1)=[O:7])([CH3:4])([CH3:2])[CH3:3]. The yield is 0.830. (7) No catalyst specified. The yield is 0.710. The product is [Br:13][C:14]1[S:18][C:17]([S:19]([NH:1][C:2]2[CH:11]=[CH:10][C:5]([C:6]([O:8][CH3:9])=[O:7])=[C:4]([OH:12])[CH:3]=2)(=[O:21])=[O:20])=[CH:16][CH:15]=1. The reactants are [NH2:1][C:2]1[CH:3]=[C:4]([OH:12])[C:5](=[CH:10][CH:11]=1)[C:6]([O:8][CH3:9])=[O:7].[Br:13][C:14]1[S:18][C:17]([S:19](Cl)(=[O:21])=[O:20])=[CH:16][CH:15]=1. (8) The catalyst is C(Cl)Cl. The reactants are C[O:2][CH2:3][C:4]1([C:21]([N:23]2[CH2:32][CH2:31][C:30]3[N:29]=[CH:28][C:27]([C:33]([F:36])([F:35])[F:34])=[CH:26][C:25]=3[CH2:24]2)=[O:22])[CH2:8][CH2:7][N:6]([CH2:9][C:10]2[CH:11]=[CH:12][C:13]3[O:17][C:16](=[O:18])[N:15]([CH3:19])[C:14]=3[CH:20]=2)[CH2:5]1.B(Br)(Br)Br. The yield is 0.230. The product is [OH:2][CH2:3][C:4]1([C:21]([N:23]2[CH2:32][CH2:31][C:30]3[N:29]=[CH:28][C:27]([C:33]([F:35])([F:36])[F:34])=[CH:26][C:25]=3[CH2:24]2)=[O:22])[CH2:8][CH2:7][N:6]([CH2:9][C:10]2[CH:11]=[CH:12][C:13]3[O:17][C:16](=[O:18])[N:15]([CH3:19])[C:14]=3[CH:20]=2)[CH2:5]1.